From a dataset of Forward reaction prediction with 1.9M reactions from USPTO patents (1976-2016). Predict the product of the given reaction. (1) Given the reactants [CH2:1]([N:3]1[C:7]2[CH:8]=[C:9]([C:12]([F:15])([F:14])[F:13])[CH:10]=[CH:11][C:6]=2[N:5]=[C:4]1[C@H:16]([NH:18]C(=O)OC(C)(C)C)[CH3:17])[CH3:2].Cl.O1CCOCC1.CCN(CC)CC.[CH3:40][N:41]1[CH:45]=[CH:44][CH:43]=[C:42]1[S:46]([O-:48])=[O:47].[Li+].ClN1C(=O)CCC1=O, predict the reaction product. The product is: [CH2:1]([N:3]1[C:7]2[CH:8]=[C:9]([C:12]([F:13])([F:14])[F:15])[CH:10]=[CH:11][C:6]=2[N:5]=[C:4]1[C@H:16]([NH:18][S:46]([C:42]1[N:41]([CH3:40])[CH:45]=[CH:44][CH:43]=1)(=[O:48])=[O:47])[CH3:17])[CH3:2]. (2) Given the reactants C1N=CN(C(N2C=NC=C2)=O)C=1.[C:13]1([S:19]([CH2:22][CH2:23][S:24][C:25]2[N:33]=[CH:32][CH:31]=[CH:30][C:26]=2[C:27]([OH:29])=O)(=[O:21])=[O:20])[CH:18]=[CH:17][CH:16]=[CH:15][CH:14]=1.Cl.[CH:35]1([CH2:41][CH2:42][NH2:43])[CH2:40][CH2:39][CH2:38][CH2:37][CH2:36]1.C(N(C(C)C)CC)(C)C, predict the reaction product. The product is: [CH:35]1([CH2:41][CH2:42][NH:43][C:27](=[O:29])[C:26]2[CH:30]=[CH:31][CH:32]=[N:33][C:25]=2[S:24][CH2:23][CH2:22][S:19]([C:13]2[CH:14]=[CH:15][CH:16]=[CH:17][CH:18]=2)(=[O:20])=[O:21])[CH2:40][CH2:39][CH2:38][CH2:37][CH2:36]1.